This data is from Forward reaction prediction with 1.9M reactions from USPTO patents (1976-2016). The task is: Predict the product of the given reaction. (1) The product is: [Cl:26][C:21]1[CH:22]=[CH:23][CH:24]=[CH:25][C:20]=1[CH:18]([O:17][C:16]([NH:15][C:14]1[C:10]([C:7]2[CH:8]=[CH:9][C:4]([CH2:3][CH2:2][S:30][CH2:29][C:28]([O:32][CH3:33])=[O:31])=[CH:5][CH:6]=2)=[N:11][O:12][CH:13]=1)=[O:27])[CH3:19]. Given the reactants Cl[CH2:2][CH2:3][C:4]1[CH:9]=[CH:8][C:7]([C:10]2[C:14]([NH:15][C:16](=[O:27])[O:17][CH:18]([C:20]3[CH:25]=[CH:24][CH:23]=[CH:22][C:21]=3[Cl:26])[CH3:19])=[CH:13][O:12][N:11]=2)=[CH:6][CH:5]=1.[C:28]([O:32][CH3:33])(=[O:31])[CH2:29][SH:30].C(N(CC)CC)C, predict the reaction product. (2) Given the reactants [C:1](Cl)(=[O:10])[CH:2]=[CH:3][C:4]1[CH:9]=[CH:8][CH:7]=[CH:6][CH:5]=1.[CH3:12][O:13][C:14]1[CH:15]=[C:16]([CH:18]=[CH:19][CH:20]=1)[NH2:17].C([O-])([O-])=O.[K+].[K+], predict the reaction product. The product is: [CH3:12][O:13][C:14]1[CH:15]=[C:16]([NH:17][C:1](=[O:10])[CH:2]=[CH:3][C:4]2[CH:9]=[CH:8][CH:7]=[CH:6][CH:5]=2)[CH:18]=[CH:19][CH:20]=1. (3) Given the reactants Cl.Cl.[CH3:3][C@H:4]1[C:12]2[C:11]([N:13]3[CH2:18][CH2:17][NH:16][CH2:15][CH2:14]3)=[N:10][CH:9]=[N:8][C:7]=2[C@H:6]([OH:19])[CH2:5]1.[C:20]([O:24][C:25]([N:27]1[CH2:32][CH2:31][C:30]([C:36]2[CH:41]=[CH:40][C:39]([Cl:42])=[C:38]([F:43])[CH:37]=2)([C:33](O)=[O:34])[CH2:29][CH2:28]1)=[O:26])([CH3:23])([CH3:22])[CH3:21].CCN(C(C)C)C(C)C.CN(C(ON1N=NC2C=CC=CC1=2)=[N+](C)C)C.F[P-](F)(F)(F)(F)F, predict the reaction product. The product is: [Cl:42][C:39]1[CH:40]=[CH:41][C:36]([C:30]2([C:33]([N:16]3[CH2:15][CH2:14][N:13]([C:11]4[C:12]5[C@H:4]([CH3:3])[CH2:5][C@@H:6]([OH:19])[C:7]=5[N:8]=[CH:9][N:10]=4)[CH2:18][CH2:17]3)=[O:34])[CH2:29][CH2:28][N:27]([C:25]([O:24][C:20]([CH3:21])([CH3:23])[CH3:22])=[O:26])[CH2:32][CH2:31]2)=[CH:37][C:38]=1[F:43]. (4) Given the reactants CN(C)CC#CC1C=C([C@@H]2[C@@H](C3C=CC=C(F)C=3)OC(=O)N2)C=NC=1.Br[C:27]1[CH:28]=[C:29]([C@@H:33]2[C@@H:37]([C:38]3[CH:43]=[C:42]([F:44])[C:41]([F:45])=[CH:40][C:39]=3[F:46])[O:36][C:35](=[O:47])[NH:34]2)[CH:30]=[N:31][CH:32]=1.[C:48]([CH:50]1[CH2:53][C:52]([F:55])([F:54])[CH2:51]1)#[CH:49], predict the reaction product. The product is: [F:54][C:52]1([F:55])[CH2:53][CH:50]([C:48]#[C:49][C:27]2[CH:28]=[C:29]([C@@H:33]3[C@@H:37]([C:38]4[CH:43]=[C:42]([F:44])[C:41]([F:45])=[CH:40][C:39]=4[F:46])[O:36][C:35](=[O:47])[NH:34]3)[CH:30]=[N:31][CH:32]=2)[CH2:51]1. (5) Given the reactants [Br:1][C:2]1[CH:7]=[C:6]([N+:8]([O-])=O)[CH:5]=[CH:4][C:3]=1[CH2:11][C:12]([OH:14])=[O:13], predict the reaction product. The product is: [NH2:8][C:6]1[CH:5]=[CH:4][C:3]([CH2:11][C:12]([OH:14])=[O:13])=[C:2]([Br:1])[CH:7]=1. (6) Given the reactants Br[CH:2]1[CH2:8][CH2:7][N:6]([CH2:9][CH2:10][O:11][CH3:12])[C:5]2=[N:13][N:14]([CH2:16][C:17]3[CH:22]=[CH:21][C:20]([O:23][CH3:24])=[CH:19][CH:18]=3)[CH:15]=[C:4]2[C:3]1=O.[NH2:26][C:27]([NH2:29])=[S:28], predict the reaction product. The product is: [CH3:24][O:23][C:20]1[CH:21]=[CH:22][C:17]([CH2:16][N:14]2[CH:15]=[C:4]3[C:5]([N:6]([CH2:9][CH2:10][O:11][CH3:12])[CH2:7][CH2:8][C:2]4[S:28][C:27]([NH2:29])=[N:26][C:3]=43)=[N:13]2)=[CH:18][CH:19]=1. (7) Given the reactants Br[C:2]1[C:7]([F:8])=[CH:6][CH:5]=[CH:4][C:3]=1[N+:9]([O-])=O.[Sn](Cl)[Cl:13].C([O-])(O)=O.[Na+], predict the reaction product. The product is: [Cl:13][C:2]1[C:7]([F:8])=[CH:6][CH:5]=[CH:4][C:3]=1[NH2:9].